This data is from Catalyst prediction with 721,799 reactions and 888 catalyst types from USPTO. The task is: Predict which catalyst facilitates the given reaction. (1) Reactant: S(Cl)([Cl:3])=O.[CH:5]([N:8]1[C:12]([C:13]([F:16])([F:15])[F:14])=[C:11]([CH2:17]O)[CH:10]=[N:9]1)([CH3:7])[CH3:6]. Product: [Cl:3][CH2:17][C:11]1[CH:10]=[N:9][N:8]([CH:5]([CH3:7])[CH3:6])[C:12]=1[C:13]([F:16])([F:15])[F:14]. The catalyst class is: 2. (2) Reactant: C(O)(C(F)(F)F)=O.[F:8][C:9]1[CH:14]=[CH:13][CH:12]=[C:11]([F:15])[C:10]=1[C:16]1[S:17][CH:18]=[C:19]([C:21]([NH:23][C:24]2[CH:25]=[N:26][C:27]3[C:32]([C:33]=2[N:34]2[CH2:39][CH2:38][CH2:37][C@H:36]([NH:40]C(=O)OC(C)(C)C)[CH2:35]2)=[CH:31][CH:30]=[CH:29][CH:28]=3)=[O:22])[N:20]=1. Product: [NH2:40][C@H:36]1[CH2:37][CH2:38][CH2:39][N:34]([C:33]2[C:32]3[C:27](=[CH:28][CH:29]=[CH:30][CH:31]=3)[N:26]=[CH:25][C:24]=2[NH:23][C:21]([C:19]2[N:20]=[C:16]([C:10]3[C:11]([F:15])=[CH:12][CH:13]=[CH:14][C:9]=3[F:8])[S:17][CH:18]=2)=[O:22])[CH2:35]1. The catalyst class is: 2. (3) Reactant: Cl.[NH:2]1[CH2:5][CH:4]([C:6]2[C:11]([C:12]3[CH:13]=[C:14]([CH3:18])[CH:15]=[CH:16][CH:17]=3)=[N:10][CH:9]=[CH:8][N:7]=2)[CH2:3]1.Cl[C:20]1[CH:29]=[CH:28][C:27]2[C:22](=[CH:23][CH:24]=[CH:25][CH:26]=2)[N:21]=1.C([O-])([O-])=O.[Cs+].[Cs+]. Product: [C:14]1([CH3:18])[CH:15]=[CH:16][CH:17]=[C:12]([C:11]2[C:6]([CH:4]3[CH2:5][N:2]([C:20]4[CH:29]=[CH:28][C:27]5[C:22](=[CH:23][CH:24]=[CH:25][CH:26]=5)[N:21]=4)[CH2:3]3)=[N:7][CH:8]=[CH:9][N:10]=2)[CH:13]=1. The catalyst class is: 18. (4) Reactant: C1(P(C2C=CC=CC=2)C2C=CC=CC=2)C=CC=CC=1.CC(OC(/N=N/C(OC(C)C)=O)=O)C.[CH2:34]([O:41][C:42](=[O:69])[NH:43][CH2:44][C:45](=[O:68])[NH:46][CH:47]([CH2:52][C:53]1[CH:58]=[C:57]([F:59])[CH:56]=[C:55]([O:60][CH2:61][C:62]2[CH:67]=[CH:66][CH:65]=[CH:64][CH:63]=2)[CH:54]=1)[CH:48]([OH:51])[CH2:49]O)[C:35]1[CH:40]=[CH:39][CH:38]=[CH:37][CH:36]=1.[O-][Mn](=O)(=O)=O.[K+]. Product: [CH2:34]([O:41][C:42](=[O:69])[NH:43][CH2:44][C:45](=[O:68])[NH:46][CH:47]([CH:48]1[CH2:49][O:51]1)[CH2:52][C:53]1[CH:58]=[C:57]([F:59])[CH:56]=[C:55]([O:60][CH2:61][C:62]2[CH:63]=[CH:64][CH:65]=[CH:66][CH:67]=2)[CH:54]=1)[C:35]1[CH:36]=[CH:37][CH:38]=[CH:39][CH:40]=1. The catalyst class is: 22. (5) Reactant: [C:1]1([CH:7]=[CH:8][NH2:9])[CH:6]=[CH:5][CH:4]=[CH:3][CH:2]=1.[CH3:10][C:11]1[CH:12]=[C:13]([N:18]2[CH2:23][CH2:22][NH:21][CH2:20][CH2:19]2)[CH:14]=[C:15]([CH3:17])[CH:16]=1.[C:24](N1C=CN=C1)(N1C=CN=C1)=[O:25].C1CCN2C(=NCCC2)CC1. Product: [C:1]1([CH:7]=[CH:8][NH:9][C:24]([N:21]2[CH2:20][CH2:19][N:18]([C:13]3[CH:12]=[C:11]([CH3:10])[CH:16]=[C:15]([CH3:17])[CH:14]=3)[CH2:23][CH2:22]2)=[O:25])[CH:6]=[CH:5][CH:4]=[CH:3][CH:2]=1. The catalyst class is: 195. (6) Reactant: Cl.Cl.[NH2:3][CH2:4][CH2:5][C:6]1[CH:38]=[CH:37][C:9]([O:10][C:11]2[CH:12]=[CH:13][C:14]3[N:18]=[C:17]([CH2:19][O:20][C:21]4[CH:34]=[CH:33][C:24]([CH2:25][CH:26]5[S:30][C:29](=[O:31])[NH:28][C:27]5=[O:32])=[CH:23][CH:22]=4)[N:16]([CH3:35])[C:15]=3[CH:36]=2)=[CH:8][CH:7]=1.C(N(CC)C(C)C)(C)C.[Cl:48][C:49]1[CH:54]=[CH:53][C:52]([S:55](Cl)(=[O:57])=[O:56])=[CH:51][CH:50]=1. Product: [ClH:48].[Cl:48][C:49]1[CH:54]=[CH:53][C:52]([S:55]([NH:3][CH2:4][CH2:5][C:6]2[CH:7]=[CH:8][C:9]([O:10][C:11]3[CH:12]=[CH:13][C:14]4[N:18]=[C:17]([CH2:19][O:20][C:21]5[CH:34]=[CH:33][C:24]([CH2:25][CH:26]6[S:30][C:29](=[O:31])[NH:28][C:27]6=[O:32])=[CH:23][CH:22]=5)[N:16]([CH3:35])[C:15]=4[CH:36]=3)=[CH:37][CH:38]=2)(=[O:57])=[O:56])=[CH:51][CH:50]=1. The catalyst class is: 9. (7) Reactant: [F:8][C:7]([F:10])([F:9])[C:6](O[C:6](=[O:11])[C:7]([F:10])([F:9])[F:8])=[O:11].[Br:14][C:15]1[CH:20]=[CH:19][C:18]([N:21]2[CH2:27][CH2:26][CH2:25][CH:24]=[C:23]([N:28]3[CH2:33][CH2:32][O:31][CH2:30][CH2:29]3)[C:22]2=[O:34])=[CH:17][CH:16]=1. Product: [Br:14][C:15]1[CH:20]=[CH:19][C:18]([N:21]2[CH2:27][CH2:26][CH2:25][C:24]([C:6](=[O:11])[C:7]([F:8])([F:9])[F:10])=[C:23]([N:28]3[CH2:29][CH2:30][O:31][CH2:32][CH2:33]3)[C:22]2=[O:34])=[CH:17][CH:16]=1. The catalyst class is: 143. (8) Reactant: [NH3:1].[O:2]=[C:3]([N:9]1[CH2:14][CH2:13][C:12]2[N:15]=[C:16]([C:18]3[CH:23]=[CH:22][C:21]([O:24][C@H:25]4[CH2:28][C@H:27]([N:29]5[CH2:34][CH2:33][CH2:32][CH2:31][CH2:30]5)[CH2:26]4)=[CH:20][CH:19]=3)[S:17][C:11]=2[CH2:10]1)[CH2:4][C:5]([O:7]C)=O. Product: [O:2]=[C:3]([N:9]1[CH2:14][CH2:13][C:12]2[N:15]=[C:16]([C:18]3[CH:19]=[CH:20][C:21]([O:24][C@H:25]4[CH2:26][C@H:27]([N:29]5[CH2:34][CH2:33][CH2:32][CH2:31][CH2:30]5)[CH2:28]4)=[CH:22][CH:23]=3)[S:17][C:11]=2[CH2:10]1)[CH2:4][C:5]([NH2:1])=[O:7]. The catalyst class is: 138.